This data is from Forward reaction prediction with 1.9M reactions from USPTO patents (1976-2016). The task is: Predict the product of the given reaction. Given the reactants [CH3:1][O:2][C:3]1[CH:17]=[CH:16][CH:15]=[C:14]([O:18][CH3:19])[C:4]=1[O:5][CH2:6][C@H:7]1[CH2:11][O:10]C(C)(C)[O:8]1, predict the reaction product. The product is: [CH3:19][O:18][C:14]1[CH:15]=[CH:16][CH:17]=[C:3]([O:2][CH3:1])[C:4]=1[O:5][CH2:6][C@H:7]([OH:8])[CH2:11][OH:10].